From a dataset of Catalyst prediction with 721,799 reactions and 888 catalyst types from USPTO. Predict which catalyst facilitates the given reaction. Reactant: Br[C:2]1[CH:7]=[CH:6][C:5]([CH2:8][O:9][C:10]2[CH:15]=[CH:14][CH:13]=[CH:12][CH:11]=2)=[CH:4][C:3]=1[N+:16]([O-:18])=[O:17].[SH:19][C:20]1[CH:25]=[CH:24][C:23]([OH:26])=[CH:22][CH:21]=1.C(=O)([O-])[O-].[K+].[K+]. Product: [N+:16]([C:3]1[CH:4]=[C:5]([CH2:8][O:9][C:10]2[CH:15]=[CH:14][CH:13]=[CH:12][CH:11]=2)[CH:6]=[CH:7][C:2]=1[S:19][C:20]1[CH:25]=[CH:24][C:23]([OH:26])=[CH:22][CH:21]=1)([O-:18])=[O:17]. The catalyst class is: 3.